The task is: Regression/Classification. Given a drug SMILES string, predict its absorption, distribution, metabolism, or excretion properties. Task type varies by dataset: regression for continuous measurements (e.g., permeability, clearance, half-life) or binary classification for categorical outcomes (e.g., BBB penetration, CYP inhibition). Dataset: cyp3a4_veith.. This data is from CYP3A4 inhibition data for predicting drug metabolism from PubChem BioAssay. (1) The molecule is CN(C)c1nc(C#N)nc(N2CCOCC2)n1. The result is 0 (non-inhibitor). (2) The drug is CC(C)C(=O)Nc1ccc(NC(=O)c2cccnc2)cn1. The result is 0 (non-inhibitor).